Dataset: Cav3 T-type calcium channel HTS with 100,875 compounds. Task: Binary Classification. Given a drug SMILES string, predict its activity (active/inactive) in a high-throughput screening assay against a specified biological target. (1) The compound is n1(c(c(c(c1N)C#N)C#N)c1ccccc1)c1ccccc1. The result is 0 (inactive). (2) The compound is Clc1c(Sc2nc(nnc2C(OCC)=O)c2ccccc2)c(Cl)ccc1. The result is 0 (inactive).